Dataset: Full USPTO retrosynthesis dataset with 1.9M reactions from patents (1976-2016). Task: Predict the reactants needed to synthesize the given product. (1) Given the product [Br:17][C:18]1[N:19]=[C:20]([C:24]([NH:1][C@H:2]2[CH2:7][CH2:6][N:5]([C:8]([O:10][C:11]([CH3:12])([CH3:13])[CH3:14])=[O:9])[CH2:4][C@H:3]2[O:15][CH3:16])=[O:25])[NH:21][C:22]=1[Br:23], predict the reactants needed to synthesize it. The reactants are: [NH2:1][C@H:2]1[CH2:7][CH2:6][N:5]([C:8]([O:10][C:11]([CH3:14])([CH3:13])[CH3:12])=[O:9])[CH2:4][C@H:3]1[O:15][CH3:16].[Br:17][C:18]1[N:19]=[C:20]([C:24](O)=[O:25])[NH:21][C:22]=1[Br:23].CCN=C=NCCCN(C)C.Cl. (2) The reactants are: [CH2:1]([N:8]1[CH2:13][CH2:12][CH:11]([OH:14])[CH2:10][CH2:9]1)[C:2]1[CH:7]=[CH:6][CH:5]=[CH:4][CH:3]=1.[Cl:15][C:16]1[CH:30]=[CH:29][CH:28]=[CH:27][C:17]=1[CH:18](O)[C:19]1[CH:24]=[CH:23][CH:22]=[CH:21][C:20]=1[Cl:25].C1(C)C=CC(S(O)(=O)=O)=CC=1. Given the product [CH2:1]([N:8]1[CH2:13][CH2:12][CH:11]([O:14][CH:18]([C:17]2[CH:27]=[CH:28][CH:29]=[CH:30][C:16]=2[Cl:15])[C:19]2[CH:24]=[CH:23][CH:22]=[CH:21][C:20]=2[Cl:25])[CH2:10][CH2:9]1)[C:2]1[CH:3]=[CH:4][CH:5]=[CH:6][CH:7]=1, predict the reactants needed to synthesize it. (3) Given the product [C:25]([C:27]1[CH:32]=[CH:31][C:30]([C:2]2[CH:3]=[C:4]3[C:8](=[CH:9][CH:10]=2)[C:7](=[O:11])[N:6]([CH:12]2[CH2:13][CH2:14][N:15]([C:18]([O:20][C:21]([CH3:23])([CH3:22])[CH3:24])=[O:19])[CH2:16][CH2:17]2)[CH2:5]3)=[CH:29][CH:28]=1)#[N:26], predict the reactants needed to synthesize it. The reactants are: Br[C:2]1[CH:3]=[C:4]2[C:8](=[CH:9][CH:10]=1)[C:7](=[O:11])[N:6]([CH:12]1[CH2:17][CH2:16][N:15]([C:18]([O:20][C:21]([CH3:24])([CH3:23])[CH3:22])=[O:19])[CH2:14][CH2:13]1)[CH2:5]2.[C:25]([C:27]1[CH:32]=[CH:31][C:30](B(O)O)=[CH:29][CH:28]=1)#[N:26].C(=O)([O-])[O-].[K+].[K+].O. (4) Given the product [CH2:17]([CH:21]1[CH2:26][CH2:25][N:24]([CH2:2][C@@H:3]([CH3:16])[CH2:4][N:5]2[C:10]3[CH:11]=[CH:12][CH:13]=[CH:14][C:9]=3[O:8][CH2:7][C:6]2=[O:15])[CH2:23][CH2:22]1)[CH2:18][CH2:19][CH3:20], predict the reactants needed to synthesize it. The reactants are: I[CH2:2][C@@H:3]([CH3:16])[CH2:4][N:5]1[C:10]2[CH:11]=[CH:12][CH:13]=[CH:14][C:9]=2[O:8][CH2:7][C:6]1=[O:15].[CH2:17]([CH:21]1[CH2:26][CH2:25][NH:24][CH2:23][CH2:22]1)[CH2:18][CH2:19][CH3:20]. (5) Given the product [C:5]([NH:7][C:8]1[CH:13]=[C:12]([NH:14][C:15](=[O:19])[CH:16]=[CH2:17])[CH:11]=[CH:10][C:9]=1[S:20]([OH:23])(=[O:21])=[O:22])(=[O:6])[CH:4]=[CH2:3], predict the reactants needed to synthesize it. The reactants are: [Na].Cl[CH2:3][CH2:4][C:5]([NH:7][C:8]1[CH:13]=[C:12]([NH:14][C:15](=[O:19])[CH2:16][CH2:17]Cl)[CH:11]=[CH:10][C:9]=1[S:20]([OH:23])(=[O:22])=[O:21])=[O:6].[OH-].[Na+].